Dataset: Forward reaction prediction with 1.9M reactions from USPTO patents (1976-2016). Task: Predict the product of the given reaction. (1) Given the reactants [CH3:1][C:2]1([CH3:37])[O:7][C:6]2[CH:8]=[CH:9][C:10]([C@@H:12]([OH:36])[CH2:13][NH:14][CH2:15][CH2:16][C:17]3[CH:35]=[CH:34][C:20]([O:21][CH2:22][CH2:23][O:24][CH2:25][C:26]4[CH:27]=[C:28]([CH:31]=[CH:32][CH:33]=4)[C:29]#[N:30])=[CH:19][CH:18]=3)=[CH:11][C:5]=2[CH2:4][O:3]1.[O:38]1CCCC1, predict the reaction product. The product is: [CH3:1][C:2]1([CH3:37])[O:7][C:6]2[CH:8]=[CH:9][C:10]([C@@H:12]([OH:36])[CH2:13][NH:14][CH2:15][CH2:16][C:17]3[CH:35]=[CH:34][C:20]([O:21][CH2:22][CH2:23][O:24][CH2:25][C:26]4[CH:27]=[C:28]([CH:31]=[CH:32][CH:33]=4)[C:29]([NH2:30])=[O:38])=[CH:19][CH:18]=3)=[CH:11][C:5]=2[CH2:4][O:3]1. (2) Given the reactants Cl.[NH:2]1[CH2:7][CH2:6][CH:5]([N:8]2[CH2:12][CH2:11][CH2:10][C:9]2=[O:13])[CH2:4][CH2:3]1.[Br:14][C:15]1[CH:16]=[C:17]([C:28]([F:31])([F:30])[F:29])[C:18]2[N:19]([C:21]([Cl:27])=[C:22]([C:24](O)=[O:25])[N:23]=2)[CH:20]=1.CCN(C(C)C)C(C)C.CN(C(ON1N=NC2C=CC=NC1=2)=[N+](C)C)C.F[P-](F)(F)(F)(F)F, predict the reaction product. The product is: [Br:14][C:15]1[CH:16]=[C:17]([C:28]([F:30])([F:31])[F:29])[C:18]2[N:19]([C:21]([Cl:27])=[C:22]([C:24]([N:2]3[CH2:3][CH2:4][CH:5]([N:8]4[CH2:12][CH2:11][CH2:10][C:9]4=[O:13])[CH2:6][CH2:7]3)=[O:25])[N:23]=2)[CH:20]=1. (3) The product is: [CH3:12][O:11][C:10]1[C:9]2[CH2:8][CH2:7][CH2:6][C:5]=2[C:4]([CH:13]=[O:14])=[CH:3][C:2]=1[C:20]1[CH:21]=[CH:22][C:17]([O:16][CH3:15])=[CH:18][CH:19]=1. Given the reactants Br[C:2]1[CH:3]=[C:4]([CH:13]=[O:14])[C:5]2[CH2:6][CH2:7][CH2:8][C:9]=2[C:10]=1[O:11][CH3:12].[CH3:15][O:16][C:17]1[CH:22]=[CH:21][C:20](B(O)O)=[CH:19][CH:18]=1.C(=O)([O-])[O-].[K+].[K+], predict the reaction product. (4) The product is: [N:19]1[N:20]=[C:21]([C:24]2[CH:32]=[CH:31][CH:30]=[CH:29][C:25]=2[C:26]([N:7]2[CH2:6][CH:5]3[CH2:1][N:2]([C:9]4[CH:18]=[N:17][C:16]5[C:11](=[CH:12][CH:13]=[CH:14][CH:15]=5)[N:10]=4)[CH2:3][CH:4]3[CH2:8]2)=[O:27])[NH:22][CH:23]=1. Given the reactants [CH2:1]1[CH:5]2[CH2:6][NH:7][CH2:8][CH:4]2[CH2:3][N:2]1[C:9]1[CH:18]=[N:17][C:16]2[C:11](=[CH:12][CH:13]=[CH:14][CH:15]=2)[N:10]=1.[N:19]1[N:20]=[C:21]([C:24]2[CH:32]=[CH:31][CH:30]=[CH:29][C:25]=2[C:26](O)=[O:27])[NH:22][CH:23]=1, predict the reaction product. (5) Given the reactants FC(F)(F)C(O)=O.[NH2:8][C:9]1[N:13]([CH3:14])[C:12](=[O:15])[C:11]([C:24]2[CH:29]=[CH:28][CH:27]=[C:26]([Br:30])[CH:25]=2)([C:16]2[CH:21]=[CH:20][CH:19]=[C:18]([O:22]C)[CH:17]=2)[N:10]=1.B(Br)(Br)Br, predict the reaction product. The product is: [NH2:8][C:9]1[N:13]([CH3:14])[C:12](=[O:15])[C:11]([C:24]2[CH:29]=[CH:28][CH:27]=[C:26]([Br:30])[CH:25]=2)([C:16]2[CH:21]=[CH:20][CH:19]=[C:18]([OH:22])[CH:17]=2)[N:10]=1.